This data is from NCI-60 drug combinations with 297,098 pairs across 59 cell lines. The task is: Regression. Given two drug SMILES strings and cell line genomic features, predict the synergy score measuring deviation from expected non-interaction effect. (1) Drug 1: C1=CN(C(=O)N=C1N)C2C(C(C(O2)CO)O)O.Cl. Drug 2: C1CCC(C(C1)N)N.C(=O)(C(=O)[O-])[O-].[Pt+4]. Cell line: SF-268. Synergy scores: CSS=21.8, Synergy_ZIP=-7.68, Synergy_Bliss=-1.69, Synergy_Loewe=-1.71, Synergy_HSA=0.489. (2) Drug 1: CC12CCC(CC1=CCC3C2CCC4(C3CC=C4C5=CN=CC=C5)C)O. Drug 2: CN(C)N=NC1=C(NC=N1)C(=O)N. Cell line: SF-295. Synergy scores: CSS=8.34, Synergy_ZIP=-3.68, Synergy_Bliss=-0.289, Synergy_Loewe=1.80, Synergy_HSA=1.76. (3) Drug 1: C1=NC2=C(N1)C(=S)N=C(N2)N. Drug 2: C1=NNC2=C1C(=O)NC=N2. Cell line: MALME-3M. Synergy scores: CSS=10.0, Synergy_ZIP=-4.08, Synergy_Bliss=2.88, Synergy_Loewe=-15.5, Synergy_HSA=0.731. (4) Synergy scores: CSS=32.5, Synergy_ZIP=-4.98, Synergy_Bliss=2.16, Synergy_Loewe=0.477, Synergy_HSA=5.28. Drug 1: CC1OCC2C(O1)C(C(C(O2)OC3C4COC(=O)C4C(C5=CC6=C(C=C35)OCO6)C7=CC(=C(C(=C7)OC)O)OC)O)O. Drug 2: C1CCC(CC1)NC(=O)N(CCCl)N=O. Cell line: SF-539. (5) Drug 1: C1CCC(CC1)NC(=O)N(CCCl)N=O. Drug 2: C1CN1P(=S)(N2CC2)N3CC3. Cell line: HCC-2998. Synergy scores: CSS=9.08, Synergy_ZIP=-7.58, Synergy_Bliss=-10.1, Synergy_Loewe=-14.7, Synergy_HSA=-9.49. (6) Drug 1: CNC(=O)C1=CC=CC=C1SC2=CC3=C(C=C2)C(=NN3)C=CC4=CC=CC=N4. Drug 2: CC1=C2C(C(=O)C3(C(CC4C(C3C(C(C2(C)C)(CC1OC(=O)C(C(C5=CC=CC=C5)NC(=O)OC(C)(C)C)O)O)OC(=O)C6=CC=CC=C6)(CO4)OC(=O)C)OC)C)OC. Cell line: LOX IMVI. Synergy scores: CSS=37.8, Synergy_ZIP=4.06, Synergy_Bliss=4.09, Synergy_Loewe=-21.6, Synergy_HSA=5.88.